Dataset: Reaction yield outcomes from USPTO patents with 853,638 reactions. Task: Predict the reaction yield, written as a fraction of the theoretical maximum amount of product (1.0 means a 100% yield; for example, 0.34 means a 34% yield). (1) The reactants are [CH2:1]([O:4][C:5]([NH:7][C@H:8]([C:48]([OH:50])=O)[CH2:9][C:10]1[CH:15]=[CH:14][C:13]([N:16]([C:26]2[CH:31]=[CH:30][CH:29]=[CH:28][C:27]=2[C:32]([O:34][CH:35]([C:42]2[CH:47]=[CH:46][CH:45]=[CH:44][CH:43]=2)[C:36]2[CH:41]=[CH:40][CH:39]=[CH:38][CH:37]=2)=[O:33])[C:17](=[O:25])[C:18]([O:20][C:21]([CH3:24])([CH3:23])[CH3:22])=[O:19])=[CH:12][CH:11]=1)=[O:6])[CH:2]=[CH2:3].CN(C(ON1N=NC2C=CC=CC1=2)=[N+](C)C)C.[B-](F)(F)(F)F.C1C=CC2N(O)N=NC=2C=1.[NH2:83][CH2:84][CH2:85][CH2:86][CH2:87][O:88][C:89]1[CH:98]=[CH:97][CH:96]=[C:95]([OH:99])[C:90]=1[C:91]([O:93][CH3:94])=[O:92].C(N(CC)CC)C. The catalyst is CN(C=O)C.O. The product is [CH2:1]([O:4][C:5]([NH:7][C@H:8]([C:48]([NH:83][CH2:84][CH2:85][CH2:86][CH2:87][O:88][C:89]1[CH:98]=[CH:97][CH:96]=[C:95]([OH:99])[C:90]=1[C:91]([O:93][CH3:94])=[O:92])=[O:50])[CH2:9][C:10]1[CH:11]=[CH:12][C:13]([N:16]([C:26]2[CH:31]=[CH:30][CH:29]=[CH:28][C:27]=2[C:32]([O:34][CH:35]([C:42]2[CH:43]=[CH:44][CH:45]=[CH:46][CH:47]=2)[C:36]2[CH:37]=[CH:38][CH:39]=[CH:40][CH:41]=2)=[O:33])[C:17](=[O:25])[C:18]([O:20][C:21]([CH3:23])([CH3:24])[CH3:22])=[O:19])=[CH:14][CH:15]=1)=[O:6])[CH:2]=[CH2:3]. The yield is 0.680. (2) The reactants are O[CH:2]=[C:3]1[C:11]2[C:6](=[CH:7][C:8]([C:12]([C:14]3[CH:15]=[C:16]([NH:20][C:21]([C:23]4[S:24][CH:25]=[CH:26][CH:27]=4)=[O:22])[CH:17]=[CH:18][CH:19]=3)=[O:13])=[CH:9][CH:10]=2)[NH:5][C:4]1=[O:28].[NH2:29][C:30]1[CH:35]=[CH:34][C:33]([N:36]2[CH2:41][CH2:40][O:39][CH2:38][CH2:37]2)=[CH:32][CH:31]=1. The catalyst is C1COCC1. The product is [N:36]1([C:33]2[CH:32]=[CH:31][C:30]([NH:29][CH:2]=[C:3]3[C:11]4[C:6](=[CH:7][C:8]([C:12]([C:14]5[CH:15]=[C:16]([NH:20][C:21]([C:23]6[S:24][CH:25]=[CH:26][CH:27]=6)=[O:22])[CH:17]=[CH:18][CH:19]=5)=[O:13])=[CH:9][CH:10]=4)[NH:5][C:4]3=[O:28])=[CH:35][CH:34]=2)[CH2:41][CH2:40][O:39][CH2:38][CH2:37]1. The yield is 0.820. (3) The reactants are [CH3:1][C@@:2]([C:6]([OH:8])=[O:7])([CH2:4][OH:5])[NH2:3].[ClH:9].O1CCOC[CH2:11]1. The catalyst is CO. The product is [ClH:9].[CH3:1][C@@:2]([C:6]([O:8][CH3:11])=[O:7])([CH2:4][OH:5])[NH2:3]. The yield is 0.960. (4) The product is [F:1][C:2]([F:24])([F:25])[C:3]1[CH:19]=[C:18]([C:20]([F:23])([F:22])[F:21])[CH:17]=[CH:16][C:4]=1[CH2:5][O:6][C:7]1[CH:14]=[CH:13][C:10]([CH:11]=[O:12])=[CH:9][C:8]=1[O:15][CH2:33][CH2:34][CH3:35]. The yield is 0.840. The catalyst is CN(C=O)C. The reactants are [F:1][C:2]([F:25])([F:24])[C:3]1[CH:19]=[C:18]([C:20]([F:23])([F:22])[F:21])[CH:17]=[CH:16][C:4]=1[CH2:5][O:6][C:7]1[CH:14]=[CH:13][C:10]([CH:11]=[O:12])=[CH:9][C:8]=1[OH:15].C(=O)([O-])[O-].[K+].[K+].Br[CH2:33][CH2:34][CH3:35].O. (5) The reactants are C([O:8][C:9]1[CH:10]=[C:11]2[C:15](=[CH:16][CH:17]=1)[N:14]([CH3:18])[CH:13]=[CH:12]2)C1C=CC=CC=1. The catalyst is CCO.[Pd]. The product is [CH3:18][N:14]1[C:15]2[C:11](=[CH:10][C:9]([OH:8])=[CH:17][CH:16]=2)[CH:12]=[CH:13]1. The yield is 0.980.